This data is from Reaction yield outcomes from USPTO patents with 853,638 reactions. The task is: Predict the reaction yield, written as a fraction of the theoretical maximum amount of product (1.0 means a 100% yield; for example, 0.34 means a 34% yield). The reactants are [F:1][C:2]1[CH:7]=[CH:6][CH:5]=[C:4]([F:8])[C:3]=1[N:9]1[C:14]2[N:15]=[C:16](S(C)=O)[N:17]=[C:18]([C:19]3[CH:20]=[C:21]([CH:28]=[CH:29][C:30]=3[CH3:31])[C:22]([NH:24][CH:25]([CH3:27])[CH3:26])=[O:23])[C:13]=2[CH2:12][NH:11][C:10]1=[O:35].[CH2:36]([N:38]([CH2:43][CH3:44])[CH2:39][CH2:40][CH2:41][NH2:42])[CH3:37]. The catalyst is C1COCC1. The product is [CH2:36]([N:38]([CH2:43][CH3:44])[CH2:39][CH2:40][CH2:41][NH:42][C:16]1[N:17]=[C:18]([C:19]2[CH:20]=[C:21]([CH:28]=[CH:29][C:30]=2[CH3:31])[C:22]([NH:24][CH:25]([CH3:27])[CH3:26])=[O:23])[C:13]2[CH2:12][NH:11][C:10](=[O:35])[N:9]([C:3]3[C:2]([F:1])=[CH:7][CH:6]=[CH:5][C:4]=3[F:8])[C:14]=2[N:15]=1)[CH3:37]. The yield is 0.830.